Dataset: Forward reaction prediction with 1.9M reactions from USPTO patents (1976-2016). Task: Predict the product of the given reaction. Given the reactants [Cl:1][C:2]1[CH:10]=[C:9]2[C:5]([C:6]([C:11]([O:13]C)=[O:12])=[CH:7][NH:8]2)=[CH:4][C:3]=1[C:15]1[CH:20]=[CH:19][C:18]([O:21][CH2:22][C@@H:23]2[CH2:27][CH2:26][CH2:25][NH:24]2)=[CH:17][CH:16]=1.[OH-].[Na+], predict the reaction product. The product is: [Cl:1][C:2]1[CH:10]=[C:9]2[C:5]([C:6]([C:11]([OH:13])=[O:12])=[CH:7][NH:8]2)=[CH:4][C:3]=1[C:15]1[CH:16]=[CH:17][C:18]([O:21][CH2:22][C@@H:23]2[CH2:27][CH2:26][CH2:25][NH:24]2)=[CH:19][CH:20]=1.